Dataset: Peptide-MHC class II binding affinity with 134,281 pairs from IEDB. Task: Regression. Given a peptide amino acid sequence and an MHC pseudo amino acid sequence, predict their binding affinity value. This is MHC class II binding data. (1) The peptide sequence is DDIKATYDKGILTVS. The MHC is HLA-DPA10201-DPB10501 with pseudo-sequence HLA-DPA10201-DPB10501. The binding affinity (normalized) is 0.284. (2) The MHC is DRB1_1201 with pseudo-sequence DRB1_1201. The peptide sequence is GVLQIVDKIDAAFKI. The binding affinity (normalized) is 0.695. (3) The peptide sequence is IDYLVSNQSVRNRQE. The MHC is DRB1_1201 with pseudo-sequence DRB1_1201. The binding affinity (normalized) is 0.432. (4) The peptide sequence is AEGLSGEPKGAAESS. The MHC is DRB1_0101 with pseudo-sequence DRB1_0101. The binding affinity (normalized) is 0.455. (5) The peptide sequence is GWIISNIFGAIPVLG. The MHC is HLA-DQA10101-DQB10501 with pseudo-sequence HLA-DQA10101-DQB10501. The binding affinity (normalized) is 0.562. (6) The peptide sequence is GAISNMYAMMIARFKMFPEVKEKGM. The MHC is DRB1_0101 with pseudo-sequence DRB1_0101. The binding affinity (normalized) is 0. (7) The MHC is DRB1_0801 with pseudo-sequence DRB1_0801. The binding affinity (normalized) is 0.626. The peptide sequence is QYVIRAQLHVGAKQE. (8) The binding affinity (normalized) is 0.0294. The peptide sequence is TKPEACSGEPVVVHI. The MHC is HLA-DQA10201-DQB10202 with pseudo-sequence HLA-DQA10201-DQB10202.